Task: Regression. Given two drug SMILES strings and cell line genomic features, predict the synergy score measuring deviation from expected non-interaction effect.. Dataset: NCI-60 drug combinations with 297,098 pairs across 59 cell lines (1) Drug 1: CC(CN1CC(=O)NC(=O)C1)N2CC(=O)NC(=O)C2. Drug 2: CC1CCCC2(C(O2)CC(NC(=O)CC(C(C(=O)C(C1O)C)(C)C)O)C(=CC3=CSC(=N3)C)C)C. Cell line: MDA-MB-435. Synergy scores: CSS=3.66, Synergy_ZIP=-3.38, Synergy_Bliss=-1.33, Synergy_Loewe=-10.4, Synergy_HSA=-4.11. (2) Drug 1: CC=C1C(=O)NC(C(=O)OC2CC(=O)NC(C(=O)NC(CSSCCC=C2)C(=O)N1)C(C)C)C(C)C. Drug 2: C1CN(CCN1C(=O)CCBr)C(=O)CCBr. Cell line: RXF 393. Synergy scores: CSS=25.8, Synergy_ZIP=-1.15, Synergy_Bliss=0.301, Synergy_Loewe=-34.3, Synergy_HSA=-0.261.